From a dataset of Full USPTO retrosynthesis dataset with 1.9M reactions from patents (1976-2016). Predict the reactants needed to synthesize the given product. (1) The reactants are: [F:1][C:2]1[CH:3]=[C:4]([CH:7]=[CH:8][C:9]=1[N:10]1[CH2:15][CH2:14][NH:13][CH2:12][CH2:11]1)[C:5]#[N:6].[CH3:16][S:17]([C:20]1[CH:21]=[CH:22][C:23]([C:29]2[S:30][CH:31]=[CH:32][N:33]=2)=[C:24]([CH:28]=1)[C:25](O)=[O:26])(=[O:19])=[O:18]. Given the product [F:1][C:2]1[CH:3]=[C:4]([CH:7]=[CH:8][C:9]=1[N:10]1[CH2:15][CH2:14][N:13]([C:25](=[O:26])[C:24]2[CH:28]=[C:20]([S:17]([CH3:16])(=[O:19])=[O:18])[CH:21]=[CH:22][C:23]=2[C:29]2[S:30][CH:31]=[CH:32][N:33]=2)[CH2:12][CH2:11]1)[C:5]#[N:6], predict the reactants needed to synthesize it. (2) The reactants are: [Cl:1][C:2]1[CH:3]=[C:4]2[C:8](=[CH:9][CH:10]=1)[NH:7][CH:6]=[C:5]2[CH:11]=[O:12].[H-].[Na+].[CH3:15][S:16](Cl)(=[O:18])=[O:17]. Given the product [Cl:1][C:2]1[CH:3]=[C:4]2[C:8](=[CH:9][CH:10]=1)[N:7]([S:16]([CH3:15])(=[O:18])=[O:17])[CH:6]=[C:5]2[CH:11]=[O:12], predict the reactants needed to synthesize it. (3) Given the product [CH:13]([N:16]([CH2:17][C:18]1[O:22][N:21]=[C:20]([C:23]2[CH:28]=[CH:27][C:26]([C:29]([F:30])([F:31])[F:32])=[CH:25][CH:24]=2)[N:19]=1)[C:9](=[O:10])[CH2:8][O:7][C:4]1[CH:5]=[CH:6][C:1]([CH3:12])=[CH:2][CH:3]=1)([CH3:15])[CH3:14], predict the reactants needed to synthesize it. The reactants are: [C:1]1([CH3:12])[CH:6]=[CH:5][C:4]([O:7][CH2:8][C:9](Cl)=[O:10])=[CH:3][CH:2]=1.[CH:13]([NH:16][CH2:17][C:18]1[O:22][N:21]=[C:20]([C:23]2[CH:28]=[CH:27][C:26]([C:29]([F:32])([F:31])[F:30])=[CH:25][CH:24]=2)[N:19]=1)([CH3:15])[CH3:14].C(N(CC)CC)C. (4) Given the product [C:1]([O:5][C:6](=[O:24])[NH:7][C:8]1[CH:13]=[CH:12][CH:11]=[C:10]([O:14][C:15]2[CH:20]=[CH:19][C:18]([NH2:21])=[CH:17][N:16]=2)[CH:9]=1)([CH3:4])([CH3:2])[CH3:3], predict the reactants needed to synthesize it. The reactants are: [C:1]([O:5][C:6](=[O:24])[NH:7][C:8]1[CH:13]=[CH:12][CH:11]=[C:10]([O:14][C:15]2[CH:20]=[CH:19][C:18]([N+:21]([O-])=O)=[CH:17][N:16]=2)[CH:9]=1)([CH3:4])([CH3:3])[CH3:2].O1CCCC1. (5) Given the product [N:18]([CH2:10][C:9]([N:8]([CH2:1][C:2]1[CH:7]=[CH:6][CH:5]=[CH:4][CH:3]=1)[C@H:13]([CH:15]1[CH2:17][CH2:16]1)[CH3:14])=[O:12])=[N+:19]=[N-:20], predict the reactants needed to synthesize it. The reactants are: [CH2:1]([N:8]([C@H:13]([CH:15]1[CH2:17][CH2:16]1)[CH3:14])[C:9](=[O:12])[CH2:10]Br)[C:2]1[CH:7]=[CH:6][CH:5]=[CH:4][CH:3]=1.[N-:18]=[N+:19]=[N-:20].[Na+]. (6) The reactants are: [NH:1]1[C:5]2=[N:6][CH:7]=[CH:8][CH:9]=[C:4]2[C:3]([C:10]2[CH:15]=[CH:14][N:13]=[C:12]([NH:16][C@H:17]3[CH2:22][CH2:21][C@H:20]([OH:23])[CH2:19][CH2:18]3)[N:11]=2)=[CH:2]1.CI.[C:26]([O-])([O-])=O.[K+].[K+].CN(C=O)C. Given the product [CH3:26][N:1]1[C:5]2=[N:6][CH:7]=[CH:8][CH:9]=[C:4]2[C:3]([C:10]2[CH:15]=[CH:14][N:13]=[C:12]([NH:16][C@H:17]3[CH2:18][CH2:19][C@H:20]([OH:23])[CH2:21][CH2:22]3)[N:11]=2)=[CH:2]1, predict the reactants needed to synthesize it. (7) Given the product [CH3:38][O:37][C:34]1[CH:33]=[CH:32][C:31]([CH2:30][CH2:29][CH2:28][N:25]2[CH2:26][CH2:27][C@@H:23]([N:8]3[C:7]4[CH:6]=[CH:5][CH:4]=[CH:3][C:13]=4[CH2:12][O:11][C:10]4[CH:14]=[CH:15][CH:16]=[CH:17][C:9]3=4)[CH2:24]2)=[CH:36][CH:35]=1, predict the reactants needed to synthesize it. The reactants are: [H-].[Na+].[CH:3]1[C:13]2[CH2:12][O:11][C:10]3[CH:14]=[CH:15][CH:16]=[CH:17][C:9]=3[NH:8][C:7]=2[CH:6]=[CH:5][CH:4]=1.CS(O[C@H:23]1[CH2:27][CH2:26][N:25]([CH2:28][CH2:29][CH2:30][C:31]2[CH:36]=[CH:35][C:34]([O:37][CH3:38])=[CH:33][CH:32]=2)[CH2:24]1)(=O)=O.